Dataset: Peptide-MHC class I binding affinity with 185,985 pairs from IEDB/IMGT. Task: Regression. Given a peptide amino acid sequence and an MHC pseudo amino acid sequence, predict their binding affinity value. This is MHC class I binding data. (1) The peptide sequence is VLKLRFWLI. The MHC is HLA-A02:19 with pseudo-sequence HLA-A02:19. The binding affinity (normalized) is 0.0847. (2) The peptide sequence is TTTASTTS. The MHC is Mamu-A01 with pseudo-sequence Mamu-A01. The binding affinity (normalized) is 0. (3) The peptide sequence is AYERMCNIL. The MHC is H-2-Kb with pseudo-sequence H-2-Kb. The binding affinity (normalized) is 0.189. (4) The peptide sequence is RGPDAFRF. The MHC is Mamu-B52 with pseudo-sequence Mamu-B52. The binding affinity (normalized) is 0.548. (5) The peptide sequence is ILMDTICGT. The MHC is HLA-A02:16 with pseudo-sequence HLA-A02:16. The binding affinity (normalized) is 1.00. (6) The peptide sequence is DRFFKTLRA. The MHC is HLA-B42:01 with pseudo-sequence HLA-B42:01. The binding affinity (normalized) is 0. (7) The peptide sequence is TYQRTRALM. The MHC is H-2-Kd with pseudo-sequence H-2-Kd. The binding affinity (normalized) is 0.605.